Dataset: NCI-60 drug combinations with 297,098 pairs across 59 cell lines. Task: Regression. Given two drug SMILES strings and cell line genomic features, predict the synergy score measuring deviation from expected non-interaction effect. (1) Drug 1: CCCCCOC(=O)NC1=NC(=O)N(C=C1F)C2C(C(C(O2)C)O)O. Drug 2: CC1=C(N=C(N=C1N)C(CC(=O)N)NCC(C(=O)N)N)C(=O)NC(C(C2=CN=CN2)OC3C(C(C(C(O3)CO)O)O)OC4C(C(C(C(O4)CO)O)OC(=O)N)O)C(=O)NC(C)C(C(C)C(=O)NC(C(C)O)C(=O)NCCC5=NC(=CS5)C6=NC(=CS6)C(=O)NCCC[S+](C)C)O. Cell line: A549. Synergy scores: CSS=16.0, Synergy_ZIP=-8.93, Synergy_Bliss=3.02, Synergy_Loewe=-23.7, Synergy_HSA=0.611. (2) Drug 1: CC1=CC2C(CCC3(C2CCC3(C(=O)C)OC(=O)C)C)C4(C1=CC(=O)CC4)C. Drug 2: CC(C)NC(=O)C1=CC=C(C=C1)CNNC.Cl. Cell line: RPMI-8226. Synergy scores: CSS=-5.10, Synergy_ZIP=3.05, Synergy_Bliss=4.98, Synergy_Loewe=-9.43, Synergy_HSA=-8.13. (3) Synergy scores: CSS=5.72, Synergy_ZIP=6.54, Synergy_Bliss=5.99, Synergy_Loewe=1.92, Synergy_HSA=3.67. Drug 2: CC1CCC2CC(C(=CC=CC=CC(CC(C(=O)C(C(C(=CC(C(=O)CC(OC(=O)C3CCCCN3C(=O)C(=O)C1(O2)O)C(C)CC4CCC(C(C4)OC)OCCO)C)C)O)OC)C)C)C)OC. Drug 1: CC1C(C(=O)NC(C(=O)N2CCCC2C(=O)N(CC(=O)N(C(C(=O)O1)C(C)C)C)C)C(C)C)NC(=O)C3=C4C(=C(C=C3)C)OC5=C(C(=O)C(=C(C5=N4)C(=O)NC6C(OC(=O)C(N(C(=O)CN(C(=O)C7CCCN7C(=O)C(NC6=O)C(C)C)C)C)C(C)C)C)N)C. Cell line: A549. (4) Drug 1: CN1CCC(CC1)COC2=C(C=C3C(=C2)N=CN=C3NC4=C(C=C(C=C4)Br)F)OC. Drug 2: CN(C)N=NC1=C(NC=N1)C(=O)N. Cell line: MDA-MB-231. Synergy scores: CSS=6.52, Synergy_ZIP=-2.24, Synergy_Bliss=0.576, Synergy_Loewe=-8.63, Synergy_HSA=-2.25. (5) Drug 1: CCN(CC)CCNC(=O)C1=C(NC(=C1C)C=C2C3=C(C=CC(=C3)F)NC2=O)C. Drug 2: C1=CC=C(C(=C1)C(C2=CC=C(C=C2)Cl)C(Cl)Cl)Cl. Cell line: A498. Synergy scores: CSS=1.11, Synergy_ZIP=-0.656, Synergy_Bliss=2.71, Synergy_Loewe=-0.276, Synergy_HSA=2.22. (6) Drug 1: CCN(CC)CCCC(C)NC1=C2C=C(C=CC2=NC3=C1C=CC(=C3)Cl)OC. Drug 2: C1CN(P(=O)(OC1)NCCCl)CCCl. Cell line: MDA-MB-231. Synergy scores: CSS=29.8, Synergy_ZIP=-6.65, Synergy_Bliss=-1.38, Synergy_Loewe=-26.1, Synergy_HSA=1.83. (7) Drug 1: CNC(=O)C1=CC=CC=C1SC2=CC3=C(C=C2)C(=NN3)C=CC4=CC=CC=N4. Drug 2: C1C(C(OC1N2C=NC3=C(N=C(N=C32)Cl)N)CO)O. Cell line: HOP-62. Synergy scores: CSS=0.443, Synergy_ZIP=-0.967, Synergy_Bliss=-1.50, Synergy_Loewe=-12.6, Synergy_HSA=-4.95. (8) Drug 1: CC1CCC2CC(C(=CC=CC=CC(CC(C(=O)C(C(C(=CC(C(=O)CC(OC(=O)C3CCCCN3C(=O)C(=O)C1(O2)O)C(C)CC4CCC(C(C4)OC)O)C)C)O)OC)C)C)C)OC. Drug 2: C1=CC=C(C(=C1)C(C2=CC=C(C=C2)Cl)C(Cl)Cl)Cl. Cell line: RPMI-8226. Synergy scores: CSS=-3.24, Synergy_ZIP=3.15, Synergy_Bliss=3.06, Synergy_Loewe=-0.260, Synergy_HSA=-3.35. (9) Drug 1: CCCCCOC(=O)NC1=NC(=O)N(C=C1F)C2C(C(C(O2)C)O)O. Drug 2: C(CCl)NC(=O)N(CCCl)N=O. Cell line: RPMI-8226. Synergy scores: CSS=9.09, Synergy_ZIP=-5.52, Synergy_Bliss=-7.19, Synergy_Loewe=-3.40, Synergy_HSA=-4.78.